From a dataset of Full USPTO retrosynthesis dataset with 1.9M reactions from patents (1976-2016). Predict the reactants needed to synthesize the given product. The reactants are: [Cl:1][C:2]1[C:6]([Cl:7])=[C:5]([CH3:8])[NH:4][C:3]=1[C:9]([NH:11][C@@H:12]1[CH2:17][CH2:16][N:15]([C:18]2[S:19][C:20]([C:29]([O:31]CC)=[O:30])=[C:21]([C:23]3[O:24][C:25]([CH3:28])=[N:26][N:27]=3)[N:22]=2)[CH2:14][C@@H:13]1[O:34][CH3:35])=[O:10]. Given the product [Cl:1][C:2]1[C:6]([Cl:7])=[C:5]([CH3:8])[NH:4][C:3]=1[C:9]([NH:11][C@@H:12]1[CH2:17][CH2:16][N:15]([C:18]2[S:19][C:20]([C:29]([OH:31])=[O:30])=[C:21]([C:23]3[O:24][C:25]([CH3:28])=[N:26][N:27]=3)[N:22]=2)[CH2:14][C@@H:13]1[O:34][CH3:35])=[O:10], predict the reactants needed to synthesize it.